This data is from Full USPTO retrosynthesis dataset with 1.9M reactions from patents (1976-2016). The task is: Predict the reactants needed to synthesize the given product. (1) The reactants are: Cl[C:2]1[CH:3]=[CH:4][C:5]2[N:6]([C:8]([C:11]([F:23])([F:22])[C:12]3[CH:13]=[C:14]4[C:19](=[CH:20][CH:21]=3)[N:18]=[CH:17][CH:16]=[CH:15]4)=[N:9][N:10]=2)[N:7]=1.C([Sn](CCCC)(CCCC)[C:29]([O:31]CC)=[CH2:30])CCC.N1C2C(=CC(CC3N4N=C(C(=O)C)C=CC4=NN=3)=CC=2)C=CC=1. Given the product [F:22][C:11]([F:23])([C:12]1[CH:13]=[C:14]2[C:19](=[CH:20][CH:21]=1)[N:18]=[CH:17][CH:16]=[CH:15]2)[C:8]1[N:6]2[N:7]=[C:2]([C:29](=[O:31])[CH3:30])[CH:3]=[CH:4][C:5]2=[N:10][N:9]=1, predict the reactants needed to synthesize it. (2) The reactants are: [F:1][C:2]1[CH:3]=[C:4]([C:8]2[CH:13]=[CH:12][C:11]([CH2:14][CH2:15][CH3:16])=[CH:10][CH:9]=2)[CH:5]=[CH:6][CH:7]=1.C1C[O:20][CH2:19]C1.C([Li])(CC)C.Cl. Given the product [F:1][C:2]1[CH:3]=[C:4]([C:8]2[CH:13]=[CH:12][C:11]([CH2:14][CH2:15][CH3:16])=[CH:10][CH:9]=2)[CH:5]=[CH:6][C:7]=1[CH:19]=[O:20], predict the reactants needed to synthesize it. (3) Given the product [C:23]1([C:26](=[N:1][CH:2]([CH2:22][CH:18]([C:11]2[C:12]([F:17])=[CH:13][CH:14]=[C:15]([F:16])[C:10]=2[F:9])[C:19](=[O:21])[CH3:20])[C:3]([O:5][CH:6]([CH3:8])[CH3:7])=[O:4])[C:10]2[CH:15]=[CH:14][CH:13]=[CH:12][CH:11]=2)[CH:25]=[CH:22][CH:18]=[CH:19][CH:24]=1, predict the reactants needed to synthesize it. The reactants are: [NH2:1][CH2:2][C:3]([O:5][CH:6]([CH3:8])[CH3:7])=[O:4].[F:9][C:10]1[C:15]([F:16])=[CH:14][CH:13]=[C:12]([F:17])[C:11]=1[C:18](=[CH2:22])[C:19](=[O:21])[CH3:20].[C:23](O[Li])([CH3:26])([CH3:25])[CH3:24]. (4) Given the product [CH2:1]([NH:3][C:4]([NH:6][C:7]1[CH:8]=[CH:9][C:10]([C:13]2[N:14]=[C:15]([N:23]3[CH2:28][CH2:27][O:26][CH2:25][C@@H:24]3[CH3:29])[C:16]3[CH2:22][CH2:21][N:20]([CH2:41][CH:38]4[CH2:39][CH2:40][O:35][CH2:36][CH2:37]4)[CH2:19][C:17]=3[N:18]=2)=[CH:11][CH:12]=1)=[O:5])[CH3:2], predict the reactants needed to synthesize it. The reactants are: [CH2:1]([NH:3][C:4]([NH:6][C:7]1[CH:12]=[CH:11][C:10]([C:13]2[N:14]=[C:15]([N:23]3[CH2:28][CH2:27][O:26][CH2:25][C@@H:24]3[CH3:29])[C:16]3[CH2:22][CH2:21][NH:20][CH2:19][C:17]=3[N:18]=2)=[CH:9][CH:8]=1)=[O:5])[CH3:2].CN(C)C=O.[O:35]1[CH2:40][CH2:39][CH:38]([CH:41]=O)[CH2:37][CH2:36]1.C(O[BH-](OC(=O)C)OC(=O)C)(=O)C.[Na+]. (5) Given the product [C:12]([C:11]1[C:3]([C:2]([F:14])([F:1])[F:15])=[C:4]2[C:8](=[CH:9][CH:10]=1)[N:7]([CH:17]([CH2:22][CH3:23])[C:18]([O:20][CH3:21])=[O:19])[CH:6]=[CH:5]2)#[N:13], predict the reactants needed to synthesize it. The reactants are: [F:1][C:2]([F:15])([F:14])[C:3]1[C:11]([C:12]#[N:13])=[CH:10][CH:9]=[C:8]2[C:4]=1[CH:5]=[CH:6][NH:7]2.Br[CH:17]([CH2:22][CH3:23])[C:18]([O:20][CH3:21])=[O:19]. (6) Given the product [F:1][C:2]1[CH:3]=[C:4]([C:13]2([OH:12])[CH2:18][CH2:17][C:16]([C:21]3[CH:22]=[CH:23][CH:24]=[CH:25][CH:26]=3)([C:19]#[N:20])[CH2:15][CH2:14]2)[CH:5]=[CH:6][C:7]=1[O:8][CH3:9], predict the reactants needed to synthesize it. The reactants are: [F:1][C:2]1[CH:3]=[C:4]([Mg]Br)[CH:5]=[CH:6][C:7]=1[O:8][CH3:9].[O:12]=[C:13]1[CH2:18][CH2:17][C:16]([C:21]2[CH:26]=[CH:25][CH:24]=[CH:23][CH:22]=2)([C:19]#[N:20])[CH2:15][CH2:14]1.[Cl-].[NH4+]. (7) Given the product [Br:14][C:12]1[CH:11]=[CH:10][C:9]([F:15])=[C:8]([C:5]2[N:4]=[N:3][C:2]([NH:26][C:23]([C:18]3[CH:19]=[CH:20][CH:21]=[CH:22][C:17]=3[F:16])([CH3:25])[CH3:24])=[N:7][CH:6]=2)[CH:13]=1, predict the reactants needed to synthesize it. The reactants are: Br[C:2]1[N:3]=[N:4][C:5]([C:8]2[CH:13]=[C:12]([Br:14])[CH:11]=[CH:10][C:9]=2[F:15])=[CH:6][N:7]=1.[F:16][C:17]1[CH:22]=[CH:21][CH:20]=[CH:19][C:18]=1[C:23]([NH2:26])([CH3:25])[CH3:24].C([O-])([O-])=O.[K+].[K+].CC#N.